Predict the product of the given reaction. From a dataset of Forward reaction prediction with 1.9M reactions from USPTO patents (1976-2016). (1) Given the reactants [H-].[H-].[H-].[H-].[Li+].[Al+3].[F:7][C:8]([F:21])([F:20])[C:9]1[CH:10]=[C:11]([CH:15]=[CH:16][C:17](=[O:19])[CH3:18])[CH:12]=[CH:13][CH:14]=1, predict the reaction product. The product is: [F:7][C:8]([F:20])([F:21])[C:9]1[CH:10]=[C:11]([CH2:15][CH2:16][CH:17]([OH:19])[CH3:18])[CH:12]=[CH:13][CH:14]=1. (2) Given the reactants N[C:2]1[CH:10]=[CH:9][C:8]([F:11])=[CH:7][C:3]=1[C:4]([OH:6])=[O:5].N([O-])=O.[Na+].[BrH:16], predict the reaction product. The product is: [Br:16][C:2]1[CH:10]=[CH:9][C:8]([F:11])=[CH:7][C:3]=1[C:4]([OH:6])=[O:5].